From a dataset of Catalyst prediction with 721,799 reactions and 888 catalyst types from USPTO. Predict which catalyst facilitates the given reaction. (1) Reactant: [C:1]1([N:7]2[C:11]([NH:12][C@H:13]([C:18]([OH:20])=O)[CH2:14][CH:15]([CH3:17])[CH3:16])=[N:10][N:9]=[N:8]2)[CH:6]=[CH:5][CH:4]=[CH:3][CH:2]=1.Cl.[NH2:22][CH2:23][C:24]#[N:25].C1CN([P+](ON2N=NC3C=CC=CC2=3)(N2CCCC2)N2CCCC2)CC1.F[P-](F)(F)(F)(F)F.C(N(CC)CC)C. Product: [C:23]([CH2:24][NH:25][C:18](=[O:20])[C@H:13]([CH2:14][CH:15]([CH3:16])[CH3:17])[NH:12][C:11]1[N:7]([C:1]2[CH:2]=[CH:3][CH:4]=[CH:5][CH:6]=2)[N:8]=[N:9][N:10]=1)#[N:22]. The catalyst class is: 3. (2) Reactant: [C:1]([C:3]1[CH:4]=[C:5]([CH:9]=[CH:10][C:11]=1[O:12][CH:13]([CH3:15])[CH3:14])[C:6]([OH:8])=O)#[N:2].CCN=C=NCCCN(C)C.C1C=CC2N(O)N=NC=2C=1.[CH2:37]([C:39]1[C:44]([O:45][CH2:46][O:47][CH2:48][CH2:49][Si:50]([CH3:53])([CH3:52])[CH3:51])=[CH:43][CH:42]=[CH:41][C:40]=1[C:54](=[NH:57])[NH:55]O)[CH3:38]. Product: [CH2:37]([C:39]1[C:44]([O:45][CH2:46][O:47][CH2:48][CH2:49][Si:50]([CH3:52])([CH3:51])[CH3:53])=[CH:43][CH:42]=[CH:41][C:40]=1[C:54]1[N:55]=[C:6]([C:5]2[CH:9]=[CH:10][C:11]([O:12][CH:13]([CH3:15])[CH3:14])=[C:3]([CH:4]=2)[C:1]#[N:2])[O:8][N:57]=1)[CH3:38]. The catalyst class is: 1. (3) Reactant: Br[CH2:2][C:3](OC)(OC)[CH3:4].Cl.C(=O)([O-])[O-].[K+].[K+].[F:16][C:17]1[CH:22]=[CH:21][C:20]([S:23]([CH2:26][C:27]2[CH:32]=[CH:31][CH:30]=[CH:29][N:28]=2)(=[O:25])=[O:24])=[CH:19][CH:18]=1. Product: [F:16][C:17]1[CH:18]=[CH:19][C:20]([S:23]([C:26]2[C:3]([CH3:4])=[CH:2][N:28]3[C:27]=2[CH:32]=[CH:31][CH:30]=[CH:29]3)(=[O:25])=[O:24])=[CH:21][CH:22]=1. The catalyst class is: 131. (4) Reactant: [CH2:1]([NH:5][C:6](=[O:9])[CH2:7]Cl)[CH2:2][CH2:3][CH3:4].[OH:10][C:11]1[N:12]=[C:13]([C:17]2[CH:22]=[CH:21][C:20]([C:23]([O:25]C)=[O:24])=[CH:19][CH:18]=2)[S:14][C:15]=1[CH3:16].C(=O)([O-])[O-].[K+].[K+].[I-].[K+].O.[OH-].[Li+]. Product: [CH2:1]([NH:5][C:6]([CH2:7][O:10][C:11]1[N:12]=[C:13]([C:17]2[CH:22]=[CH:21][C:20]([C:23]([OH:25])=[O:24])=[CH:19][CH:18]=2)[S:14][C:15]=1[CH3:16])=[O:9])[CH2:2][CH2:3][CH3:4]. The catalyst class is: 136. (5) Product: [Cl:1][C:2]1[C:3]([O:15][CH2:16][CH2:17][O:18][CH3:19])=[CH:4][C:5]2[CH2:6][CH:7]([CH:12]([CH3:13])[CH3:14])[N:8]3[CH:9]([CH2:31][C:30](=[O:32])[C:24]([C:25]([O:27][CH2:28][CH3:29])=[O:26])=[CH:23]3)[C:10]=2[CH:11]=1. Reactant: [Cl:1][C:2]1[CH:11]=[C:10]2[C:5]([CH2:6][CH:7]([CH:12]([CH3:14])[CH3:13])[N:8]=[CH:9]2)=[CH:4][C:3]=1[O:15][CH2:16][CH2:17][O:18][CH3:19].C(O[CH:23]=[C:24]([C:30](=[O:32])[CH3:31])[C:25]([O:27][CH2:28][CH3:29])=[O:26])C. The catalyst class is: 14. (6) Reactant: [NH2:1][C:2]1[CH:3]=[C:4]([C:8]2[N:13]=[C:12]([NH2:14])[N:11]=[C:10]([NH:15][CH3:16])[CH:9]=2)[CH:5]=[CH:6][CH:7]=1.[O:17]=[C:18]([C:22]1[CH:27]=[CH:26][CH:25]=[CH:24][CH:23]=1)[C:19](O)=[O:20].C(N(CC)CC)C.C(P1(=O)OP(CCC)(=O)OP(CCC)(=O)O1)CC. Product: [NH2:14][C:12]1[N:13]=[C:8]([C:4]2[CH:3]=[C:2]([NH:1][C:19](=[O:20])[C:18](=[O:17])[C:22]3[CH:27]=[CH:26][CH:25]=[CH:24][CH:23]=3)[CH:7]=[CH:6][CH:5]=2)[CH:9]=[C:10]([NH:15][CH3:16])[N:11]=1. The catalyst class is: 10. (7) Reactant: Br[C:2]([C:5]1[CH:10]=[C:9]([N+:11]([O-:13])=[O:12])[CH:8]=[C:7]([Cl:14])[CH:6]=1)([CH3:4])[CH3:3].[NH:15]1[CH:19]=[CH:18][CH:17]=[CH:16]1.[Al+3].[Cl-].[Cl-].[Cl-].O. Product: [Cl:14][C:7]1[CH:6]=[C:5]([C:2]([C:16]2[NH:15][CH:19]=[CH:18][CH:17]=2)([CH3:4])[CH3:3])[CH:10]=[C:9]([N+:11]([O-:13])=[O:12])[CH:8]=1.[Cl:14][C:7]1[CH:6]=[C:5]([C:2]([C:17]2[CH:18]=[CH:19][NH:15][CH:16]=2)([CH3:4])[CH3:3])[CH:10]=[C:9]([N+:11]([O-:13])=[O:12])[CH:8]=1. The catalyst class is: 26.